From a dataset of Experimentally validated miRNA-target interactions with 360,000+ pairs, plus equal number of negative samples. Binary Classification. Given a miRNA mature sequence and a target amino acid sequence, predict their likelihood of interaction. (1) The miRNA is hsa-miR-6764-3p with sequence UCUCUGGUCUUUCCUUGACAG. The protein sequence of the target gene is MNNSTNSSNNSLALTSPYKTFEVVFIVLVAGSLSLVTIIGNILVMVSIKVNRHLQTVNNYFLFSLACADLIIGVFSMNLYTLYTVIGYWPLGPVVCDLWLALDYVVSNASVMNLLIISFDRYFCVTKPLTYPVKRTTKMAGMMIAAAWVLSFILWAPAILFWQFIVGVRTVEDGECYIQFFSNAAVTFGTAIAAFYLPVIIMTVLYWHISRASKSRIKKDKKEPVANQDPVSPSLVQGRIVKPNNNNMPSSDDGLEHNKIQNGKAPRDPVTENCVQGEEKESSNDSTSVSAVASNMRDDE.... Result: 0 (no interaction). (2) The miRNA is mmu-miR-466h-5p with sequence UGUGUGCAUGUGCUUGUGUGUA. The protein sequence of the target gene is MKPPAACAGDMADAASPCSVVNDLRWDLSAQQIEERTRELIEQTKRVYDQVGTQEFEDVSYESTLKALADVEVTYTVQRNILDFPQHVSPSKDIRTASTEADKKLSEFDVEMSMREDVYQRIVWLQEKVQKDSLRPEAARYLERLIKLGRRNGLHLPRETQENIKRIKKKLSLLCIDFNKNLNEDTTFLPFTLQELGGLPEDFLNSLEKMEDGKLKVTLKYPHYFPLLKKCHVPETRRKVEEAFNCRCKEENCAILKELVTLRAQKSRLLGFHTHADYVLEMNMAKTSQTVATFLDELAQ.... Result: 0 (no interaction). (3) The miRNA is dme-miR-9a-5p with sequence UCUUUGGUUAUCUAGCUGUAUGA. The protein sequence of the target gene is MATLLRSKLSNVATSVSNKSQAKMSGMFARMGFQAATDEEAVGFAHCDDLDFEHRQGLQMDILKAEGEPCGDEGAEAPVEGDIHYQRGSGAPLPPSGSKDQVGGGGEFGGHDKPKITAWEAGWNVTNAIQGMFVLGLPYAILHGGYLGLFLIIFAAVVCCYTGKILIACLYEENEDGEVVRVRDSYVAIANACCAPRFPTLGGRVVNVAQIIELVMTCILYVVVSGNLMYNSFPGLPVSQKSWSIIATAVLLPCAFLKNLKAVSKFSLLCTLAHFVINILVIAYCLSRARDWAWEKVKFY.... Result: 0 (no interaction). (4) The miRNA is bta-miR-223 with sequence UGUCAGUUUGUCAAAUACCCCA. The protein sequence of the target gene is MYLSICCCFLLWAPALTLKNLNYSVPEEQGAGTVIGNIGRDARLQPGLPPAERGGGGRSKSGSYRVLENSAPHLLDVDADSGLLYTKQRIDRESLCRHNAKCQLSLEVFANDKEICMIKVEIQDINDNAPSFSSDQIEMDISENAAPGTRFPLTSAHDPDAGENGLRTYLLTRDDHGLFGLDVKSRGDGTKFPELVIQKALDREQQNHHTLVLTALDGGEPPRSATVQINVKVIDSNDNSPVFEAPSYLVELPENAPLGTVVIDLNATDADEGPNGEVLYSFSSYVPDRVRELFSIDPKT.... Result: 0 (no interaction). (5) The protein sequence of the target gene is MQALVLLLCIGALLGHSSCQNPASPPEEGSPDPDSTGALVEEEDPFFKVPVNKLAAAVSNFGYDLYRVRSSTSPTTNVLLSPLSVATALSALSLGAEQRTESIIHRALYYDLISSPDIHGTYKELLDTVTAPQKNLKSASRIVFEKKLRIKSSFVAPLEKSYGTRPRVLTGNPRLDLQEINNWVQAQMKGKLARSTKEIPDEISILLLGVAHFKGQWVTKFDSRKTSLEDFYLDEERTVRVPMMSDPKAVLRYGLDSDLSCKIAQLPLTGSMSIIFFLPLKVTQNLTLIEESLTSEFIHD.... The miRNA is hsa-miR-3160-3p with sequence AGAGCUGAGACUAGAAAGCCCA. Result: 0 (no interaction). (6) The miRNA is mmu-miR-327 with sequence ACUUGAGGGGCAUGAGGAU. The protein sequence of the target gene is MTSTSDTKVCKNQGGLLEIKMEEECKYTTRQDRNLQKNTYNRDVFRKYFRQFCYQETSGPREALSRLRELCRQWLRPDLNSKEQILELLVLEQFLTILPGELQAWVQEQNPESVEEVVTVLEDLERELDELGYRASVQTEEQVTFQEVKPLATEQKPSVSLQFVKAKPGCELAGREAQEEQVSGVETGNEPRNVTLKQGLWEGTEAEQNPASRLAKDALECEEAHNPGEESSGISHEDSQPLRNENGVNSPANSEYAKHQSICPGRKVHGCDECGKSFTQHSRLIEHKRVHTGDRPYKCE.... Result: 0 (no interaction). (7) The miRNA is mmu-miR-3569-3p with sequence UCAGUCUGCGCUCCUCUCCAGC. The protein sequence of the target gene is MAPRLQLEKAAWRWAETVRPEEVSQEHIETAYRIWLEPCIRGVCRRNCRGNPNCLVGIGEHIWLGEIDENSFHSIDDPNCERRKKNSFVGLTNLGATCYVNTFLQVWFLNLELRQALYLCPSTCSDYTKGDGIHGGKDYEPQTICEHLQYLFALLQNSNRRYIDPSGFVKALGLDTGQQQDAQEFSKLFMSLLEDTLSKQKNPDVRNVVQQQFCGEYAYVTVCNQCGRESKLVSKFYELELNIQGHKQLTDCISEFLKEERLEGDNRYFCENCQSKQNATRKIRLLSLPCTLNLQLMRFV.... Result: 0 (no interaction).